Dataset: Forward reaction prediction with 1.9M reactions from USPTO patents (1976-2016). Task: Predict the product of the given reaction. (1) Given the reactants Br.Br[CH2:3][C:4]1[CH:5]=[N:6][CH:7]=[CH:8][CH:9]=1.[O:10]([C:17]1[C:26]2[N:27]=[CH:28][N:29]([CH2:30][CH2:31][OH:32])[C:25]=2[C:24]2[CH:23]=[CH:22][CH:21]=[CH:20][C:19]=2[N:18]=1)[C:11]1[CH:16]=[CH:15][CH:14]=[CH:13][CH:12]=1.[OH-].[Na+].CO, predict the reaction product. The product is: [O:10]([C:17]1[C:26]2[N:27]=[CH:28][N:29]([CH2:30][CH2:31][O:32][CH2:3][C:4]3[CH:5]=[N:6][CH:7]=[CH:8][CH:9]=3)[C:25]=2[C:24]2[CH:23]=[CH:22][CH:21]=[CH:20][C:19]=2[N:18]=1)[C:11]1[CH:12]=[CH:13][CH:14]=[CH:15][CH:16]=1. (2) Given the reactants [NH:1]1[C:9]2[C:4](=[CH:5][CH:6]=[C:7]([C:10]#[N:11])[CH:8]=2)[CH:3]=[N:2]1.[CH2:12]([CH2:14]N)[OH:13], predict the reaction product. The product is: [O:13]1[CH2:12][CH2:14][N:11]=[C:10]1[C:7]1[CH:8]=[C:9]2[C:4]([CH:3]=[N:2][NH:1]2)=[CH:5][CH:6]=1. (3) Given the reactants C[C:2]1[CH2:6][CH2:5][CH2:4][N:3]=1.C1C(=O)N([Cl:14])C(=O)C1.[CH3:15][O-:16].[Na+].[CH3:18][OH:19], predict the reaction product. The product is: [Cl:14][C:6]1[CH:5]=[CH:4][NH:3][C:2]=1[C:15]([O:19][CH3:18])=[O:16]. (4) Given the reactants [F:1][C:2]1[CH:15]=[CH:14][C:5]([CH2:6][N:7]2[CH2:12][CH2:11][CH:10]=[CH:9][C:8]2=[O:13])=[CH:4][CH:3]=1.[N+:16]([CH2:19][CH2:20][CH3:21])([O-:18])=[O:17].C1CCN2C(=NCCC2)CC1, predict the reaction product. The product is: [F:1][C:2]1[CH:3]=[CH:4][C:5]([CH2:6][N:7]2[CH2:12][CH2:11][CH:10]([CH:19]([N+:16]([O-:18])=[O:17])[CH2:20][CH3:21])[CH2:9][C:8]2=[O:13])=[CH:14][CH:15]=1. (5) Given the reactants [NH2:1][C:2]1[O:3][CH2:4][C@@:5]2([N:26]=1)[C:18]1[CH:17]=[C:16]([OH:19])[CH:15]=[CH:14][C:13]=1[O:12][C:11]1[C:6]2=[CH:7][C:8]([C:20]2[CH:21]=[N:22][CH:23]=[CH:24][CH:25]=2)=[CH:9][CH:10]=1.C(=O)([O-])[O-].[Cs+].[Cs+].Cl[CH2:34][C:35]([CH3:37])=[O:36], predict the reaction product. The product is: [NH2:1][C:2]1[O:3][CH2:4][C@:5]2([N:26]=1)[C:6]1[CH:7]=[C:8]([C:20]3[CH:21]=[N:22][CH:23]=[CH:24][CH:25]=3)[CH:9]=[CH:10][C:11]=1[O:12][C:13]1[C:18]2=[CH:17][C:16]([O:19][CH2:34][C:35](=[O:36])[CH3:37])=[CH:15][CH:14]=1. (6) Given the reactants Br[C:2]1[CH:3]=[C:4]([CH:20]=[CH:21][CH:22]=1)[CH2:5][C:6]1[CH:19]=[C:9]2[NH:10][C:11](=[O:18])[C:12]3[C:17]([N:8]2[N:7]=1)=[CH:16][CH:15]=[CH:14][CH:13]=3.[NH:23]1[CH2:27][CH2:26][CH2:25][C:24]1=[O:28].CC1(C)C2C=CC=C(P(C3C=CC=CC=3)C3C=CC=CC=3)C=2OC2C1=CC=CC=2P(C1C=CC=CC=1)C1C=CC=CC=1, predict the reaction product. The product is: [O:28]=[C:24]1[CH2:25][CH2:26][CH2:27][N:23]1[C:2]1[CH:3]=[C:4]([CH:20]=[CH:21][CH:22]=1)[CH2:5][C:6]1[CH:19]=[C:9]2[NH:10][C:11](=[O:18])[C:12]3[C:17]([N:8]2[N:7]=1)=[CH:16][CH:15]=[CH:14][CH:13]=3. (7) Given the reactants [CH3:1][N:2]([CH2:4][C:5]1[NH:6][C:7](=O)[C:8]2[C:13]([C:14]=1[C:15]1[CH:20]=[CH:19][CH:18]=[CH:17][CH:16]=1)=[CH:12][C:11]([O:21][CH3:22])=[CH:10][CH:9]=2)[CH3:3].O=P(Cl)(Cl)[Cl:26], predict the reaction product. The product is: [Cl:26][C:7]1[C:8]2[C:13](=[CH:12][C:11]([O:21][CH3:22])=[CH:10][CH:9]=2)[C:14]([C:15]2[CH:20]=[CH:19][CH:18]=[CH:17][CH:16]=2)=[C:5]([CH2:4][N:2]([CH3:3])[CH3:1])[N:6]=1.